Task: Predict the reaction yield, written as a fraction of the theoretical maximum amount of product (1.0 means a 100% yield; for example, 0.34 means a 34% yield).. Dataset: Reaction yield outcomes from USPTO patents with 853,638 reactions The reactants are C(OC(N1CC[N:11]([CH2:14][C:15]2[C:16](=[O:38])[N:17]([CH2:30][C:31]3[CH:36]=[CH:35][C:34]([F:37])=[CH:33][CH:32]=3)[N:18]=[C:19]([C:21]3[CH:26]=[CH:25][C:24]([O:27][CH3:28])=[C:23]([F:29])[CH:22]=3)[CH:20]=2)CC1)=O)(C)(C)C.FC1C=CC(CN2C(=O)C(COS(C)(=O)=O)=CC(C3C=CC(OC)=C(F)C=3)=N2)=CC=1. No catalyst specified. The product is [NH2:11][CH2:14][C:15]1[C:16](=[O:38])[N:17]([CH2:30][C:31]2[CH:32]=[CH:33][C:34]([F:37])=[CH:35][CH:36]=2)[N:18]=[C:19]([C:21]2[CH:26]=[CH:25][C:24]([O:27][CH3:28])=[C:23]([F:29])[CH:22]=2)[CH:20]=1. The yield is 0.504.